Task: Predict which catalyst facilitates the given reaction.. Dataset: Catalyst prediction with 721,799 reactions and 888 catalyst types from USPTO (1) Reactant: [CH2:1]([O:8][C@@H:9]1[C@@H:15]([O:16][CH2:17][C:18]2[CH:23]=[CH:22][CH:21]=[CH:20][CH:19]=2)[C@H:14]([O:24][CH2:25][C:26]2[CH:31]=[CH:30][CH:29]=[CH:28][CH:27]=2)[C@@H:13]([CH2:32][O:33][CH2:34][C:35]2[CH:40]=[CH:39][CH:38]=[CH:37][CH:36]=2)[O:12][C:10]1([C:41]1[CH:46]=[C:45]([CH:47](O)[C:48]2[CH:53]=[CH:52][C:51]([CH2:54][CH2:55][NH:56][C:57]([C:70]3[CH:75]=[CH:74][CH:73]=[CH:72][CH:71]=3)([C:64]3[CH:69]=[CH:68][CH:67]=[CH:66][CH:65]=3)[C:58]3[CH:63]=[CH:62][CH:61]=[CH:60][CH:59]=3)=[CH:50][CH:49]=2)[C:44]([CH3:77])=[CH:43][C:42]=1[O:78][CH2:79][C:80]1[CH:85]=[CH:84][CH:83]=[CH:82][CH:81]=1)O)[C:2]1[CH:7]=[CH:6][CH:5]=[CH:4][CH:3]=1.[SiH](CC)(CC)CC.B(F)(F)F.CCOCC.C(=O)(O)[O-].[Na+]. Product: [CH2:1]([O:8][C@@H:9]1[C@@H:15]([O:16][CH2:17][C:18]2[CH:19]=[CH:20][CH:21]=[CH:22][CH:23]=2)[C@H:14]([O:24][CH2:25][C:26]2[CH:27]=[CH:28][CH:29]=[CH:30][CH:31]=2)[C@@H:13]([CH2:32][O:33][CH2:34][C:35]2[CH:40]=[CH:39][CH:38]=[CH:37][CH:36]=2)[O:12][C@H:10]1[C:41]1[CH:46]=[C:45]([CH2:47][C:48]2[CH:49]=[CH:50][C:51]([CH2:54][CH2:55][NH:56][C:57]([C:58]3[CH:63]=[CH:62][CH:61]=[CH:60][CH:59]=3)([C:70]3[CH:71]=[CH:72][CH:73]=[CH:74][CH:75]=3)[C:64]3[CH:65]=[CH:66][CH:67]=[CH:68][CH:69]=3)=[CH:52][CH:53]=2)[C:44]([CH3:77])=[CH:43][C:42]=1[O:78][CH2:79][C:80]1[CH:81]=[CH:82][CH:83]=[CH:84][CH:85]=1)[C:2]1[CH:7]=[CH:6][CH:5]=[CH:4][CH:3]=1. The catalyst class is: 10. (2) Reactant: [CH3:1][O:2][C:3]1[CH:17]=[C:16]([O:18][CH3:19])[CH:15]=[CH:14][C:4]=1[CH2:5][N:6]1[C:10](=[O:11])[CH2:9][NH:8][S:7]1(=[O:13])=[O:12].[CH2:20]([O:27][C:28](=[O:37])[C:29]1[CH:34]=[CH:33][C:32]([CH2:35]O)=[CH:31][CH:30]=1)[C:21]1[CH:26]=[CH:25][CH:24]=[CH:23][CH:22]=1.C1(P(C2C=CC=CC=2)C2C=CC=CC=2)C=CC=CC=1.N(C(OCC)=O)=NC(OCC)=O. Product: [CH2:20]([O:27][C:28](=[O:37])[C:29]1[CH:30]=[CH:31][C:32]([CH2:35][N:8]2[CH2:9][C:10](=[O:11])[N:6]([CH2:5][C:4]3[CH:14]=[CH:15][C:16]([O:18][CH3:19])=[CH:17][C:3]=3[O:2][CH3:1])[S:7]2(=[O:13])=[O:12])=[CH:33][CH:34]=1)[C:21]1[CH:22]=[CH:23][CH:24]=[CH:25][CH:26]=1. The catalyst class is: 1. (3) Reactant: O[CH:2]=[C:3]1[C:11]2[C:6](=[CH:7][C:8]([C:12]([C:14]3[CH:15]=[C:16]([NH:20][C:21]([C:23]4[N:24]([CH3:29])[N:25]=[C:26]([CH3:28])[CH:27]=4)=[O:22])[CH:17]=[CH:18][CH:19]=3)=[O:13])=[CH:9][CH:10]=2)[NH:5][C:4]1=[O:30].[F:31][CH:32]1[CH2:36][CH2:35][N:34]([CH2:37][CH2:38][CH2:39][O:40][C:41]2[CH:46]=[CH:45][C:44]([NH2:47])=[CH:43][CH:42]=2)[CH2:33]1. Product: [F:31][CH:32]1[CH2:36][CH2:35][N:34]([CH2:37][CH2:38][CH2:39][O:40][C:41]2[CH:42]=[CH:43][C:44]([NH:47][CH:2]=[C:3]3[C:11]4[C:6](=[CH:7][C:8]([C:12]([C:14]5[CH:15]=[C:16]([NH:20][C:21]([C:23]6[N:24]([CH3:29])[N:25]=[C:26]([CH3:28])[CH:27]=6)=[O:22])[CH:17]=[CH:18][CH:19]=5)=[O:13])=[CH:9][CH:10]=4)[NH:5][C:4]3=[O:30])=[CH:45][CH:46]=2)[CH2:33]1. The catalyst class is: 1. (4) Reactant: COC1C=CC(C[N:8](CC2C=CC(OC)=CC=2)[C:9]2[N:14]=[C:13]([C:15]3[C:16]([NH:27][C:28]4[CH:29]=[N:30][C:31]([O:34][CH3:35])=[CH:32][CH:33]=4)=[N:17][CH:18]=[C:19]([C:21]4[CH:22]=[N:23][N:24]([CH3:26])[CH:25]=4)[CH:20]=3)[N:12]=[C:11]([CH3:36])[N:10]=2)=CC=1. Product: [CH3:35][O:34][C:31]1[N:30]=[CH:29][C:28]([NH:27][C:16]2[C:15]([C:13]3[N:12]=[C:11]([CH3:36])[N:10]=[C:9]([NH2:8])[N:14]=3)=[CH:20][C:19]([C:21]3[CH:22]=[N:23][N:24]([CH3:26])[CH:25]=3)=[CH:18][N:17]=2)=[CH:33][CH:32]=1. The catalyst class is: 67. (5) Reactant: [F:1][C:2]1[CH:3]=[C:4]([CH:9]([OH:11])[CH3:10])[CH:5]=[C:6]([F:8])[CH:7]=1.C([Li])CCC.CCCCCC.C(O[B:27]1[O:31][C:30]([CH3:33])([CH3:32])[C:29]([CH3:35])([CH3:34])[O:28]1)(C)C. Product: [F:1][C:2]1[CH:3]=[C:4]([CH:9]([OH:11])[CH3:10])[CH:5]=[C:6]([F:8])[C:7]=1[B:27]1[O:31][C:30]([CH3:33])([CH3:32])[C:29]([CH3:35])([CH3:34])[O:28]1. The catalyst class is: 7. (6) Reactant: [F:1][C:2]1[CH:3]=[C:4]([NH2:9])[C:5]([NH2:8])=[CH:6][CH:7]=1.[Cl:10][C:11]([Cl:17])([Cl:16])[C:12](=N)OC.O. Product: [F:1][C:2]1[CH:7]=[CH:6][C:5]2[NH:8][C:12]([C:11]([Cl:17])([Cl:16])[Cl:10])=[N:9][C:4]=2[CH:3]=1. The catalyst class is: 15. (7) Product: [F:28][C:26]1[CH:25]=[C:24]([CH2:29][C:30]([NH:3][C@H:4]([C:8]([O:10][CH3:11])=[O:9])[CH:5]([CH3:7])[CH3:6])=[O:32])[CH:23]=[C:22]([F:21])[CH:27]=1. The catalyst class is: 4. Reactant: Cl.C[NH:3][C@H:4]([C:8]([OH:10])=[O:9])[CH:5]([CH3:7])[CH3:6].[CH:11]1C=CC2N(O)N=NC=2C=1.[F:21][C:22]1[CH:23]=[C:24]([CH2:29][C:30]([OH:32])=O)[CH:25]=[C:26]([F:28])[CH:27]=1.CCN=C=NCCCN(C)C.CCN(C(C)C)C(C)C. (8) Reactant: [F:1][C:2]1([F:23])[C:20]2[C:5](=[CH:6][C:7]3[O:11][C:10]([C:12]4[CH:17]=[CH:16][N:15]=[CH:14][C:13]=4F)=[N:9][C:8]=3[CH:19]=2)[C:4]([F:22])([F:21])[O:3]1.[C:24](=O)([O-])[O-:25].[K+].[K+].CO. Product: [F:23][C:2]1([F:1])[C:20]2[C:5](=[CH:6][C:7]3[O:11][C:10]([C:12]4[CH:17]=[CH:16][N:15]=[CH:14][C:13]=4[O:25][CH3:24])=[N:9][C:8]=3[CH:19]=2)[C:4]([F:21])([F:22])[O:3]1. The catalyst class is: 6. (9) Reactant: [N:1]1([CH2:7][C:8]2[CH:15]=[CH:14][C:11]([C:12]#[N:13])=[CH:10][CH:9]=2)[CH2:6][CH2:5][CH2:4][CH2:3][CH2:2]1.Cl.CCOCC. Product: [N:1]1([CH2:7][C:8]2[CH:9]=[CH:10][C:11]([CH2:12][NH2:13])=[CH:14][CH:15]=2)[CH2:2][CH2:3][CH2:4][CH2:5][CH2:6]1. The catalyst class is: 43.